This data is from Full USPTO retrosynthesis dataset with 1.9M reactions from patents (1976-2016). The task is: Predict the reactants needed to synthesize the given product. (1) The reactants are: C[O:2][C:3](=[O:20])[CH2:4][C:5]1[C:6]([CH3:19])=[N:7][N:8]([CH2:11][C:12]2[CH:17]=[CH:16][C:15]([NH2:18])=[CH:14][CH:13]=2)[C:9]=1[CH3:10].[F:21][C:22]([F:33])([F:32])[C:23]1[CH:31]=[CH:30][C:26]([C:27](O)=[O:28])=[CH:25][CH:24]=1.C(N(C(C)C)CC)(C)C.CN(C(ON1N=NC2C=CC=CC1=2)=[N+](C)C)C.[B-](F)(F)(F)F.C([O-])([O-])=O.[K+].[K+]. Given the product [CH3:19][C:6]1[C:5]([CH2:4][C:3]([OH:2])=[O:20])=[C:9]([CH3:10])[N:8]([CH2:11][C:12]2[CH:17]=[CH:16][C:15]([NH:18][C:27](=[O:28])[C:26]3[CH:30]=[CH:31][C:23]([C:22]([F:21])([F:32])[F:33])=[CH:24][CH:25]=3)=[CH:14][CH:13]=2)[N:7]=1, predict the reactants needed to synthesize it. (2) Given the product [CH2:11]([O:13][C:14](=[O:31])[CH2:15][CH2:16][CH2:17][CH2:18][CH2:19][CH2:20][N:21]1[C@@H:25]([CH:26]=[O:27])[CH2:24][C:23]([CH3:28])([CH3:29])[C:22]1=[O:30])[CH3:12], predict the reactants needed to synthesize it. The reactants are: CS(C)=O.C(Cl)(=O)C(Cl)=O.[CH2:11]([O:13][C:14](=[O:31])[CH2:15][CH2:16][CH2:17][CH2:18][CH2:19][CH2:20][N:21]1[C@@H:25]([CH2:26][OH:27])[CH2:24][C:23]([CH3:29])([CH3:28])[C:22]1=[O:30])[CH3:12].C(N(CC)CC)C. (3) The reactants are: [Cl:1][C:2]1[CH:7]=[C:6]([Cl:8])[CH:5]=[CH:4][C:3]=1[CH:9]([OH:34])[C:10]1[N:14]([CH2:15][CH2:16][NH:17][C:18](=[O:24])[O:19][C:20]([CH3:23])([CH3:22])[CH3:21])[C:13]2[C:25]([N:29]([CH2:32][CH3:33])[CH2:30][CH3:31])=[CH:26][CH:27]=[CH:28][C:12]=2[N:11]=1. Given the product [Cl:1][C:2]1[CH:7]=[C:6]([Cl:8])[CH:5]=[CH:4][C:3]=1[C:9]([C:10]1[N:14]([CH2:15][CH2:16][NH:17][C:18](=[O:24])[O:19][C:20]([CH3:23])([CH3:22])[CH3:21])[C:13]2[C:25]([N:29]([CH2:32][CH3:33])[CH2:30][CH3:31])=[CH:26][CH:27]=[CH:28][C:12]=2[N:11]=1)=[O:34], predict the reactants needed to synthesize it. (4) Given the product [Br:18][CH2:1][C:2]1[CH:3]=[C:4]([CH:9]=[C:10]([C:12]2[CH:17]=[CH:16][CH:15]=[CH:14][CH:13]=2)[CH:11]=1)[C:5]([O:7][CH3:8])=[O:6], predict the reactants needed to synthesize it. The reactants are: [CH3:1][C:2]1[CH:3]=[C:4]([CH:9]=[C:10]([C:12]2[CH:17]=[CH:16][CH:15]=[CH:14][CH:13]=2)[CH:11]=1)[C:5]([O:7][CH3:8])=[O:6].[Br:18]N1C(=O)CCC1=O.N(C(C)(C)C#N)=NC(C)(C)C#N.C(OOC(=O)C1C=CC=CC=1)(=O)C1C=CC=CC=1. (5) The reactants are: [NH2:1][C:2]1[CH:26]=[CH:25][C:5]([O:6][C:7]2[CH:12]=[CH:11][N:10]=[C:9]([NH:13][C:14](=[O:24])[N:15]([CH3:23])[CH:16]3[CH2:21][CH2:20][N:19]([CH3:22])[CH2:18][CH2:17]3)[CH:8]=2)=[C:4]([F:27])[CH:3]=1.[F:28][C:29]1[CH:34]=[CH:33][C:32]([NH:35][C:36]([C:38]2([C:41](O)=[O:42])[CH2:40][CH2:39]2)=[O:37])=[CH:31][CH:30]=1.C(N(CC)CC)C.F[P-](F)(F)(F)(F)F.N1(O[P+](N(C)C)(N(C)C)N(C)C)C2C=CC=CC=2N=N1. Given the product [F:27][C:4]1[CH:3]=[C:2]([NH:1][C:41]([C:38]2([C:36]([NH:35][C:32]3[CH:33]=[CH:34][C:29]([F:28])=[CH:30][CH:31]=3)=[O:37])[CH2:40][CH2:39]2)=[O:42])[CH:26]=[CH:25][C:5]=1[O:6][C:7]1[CH:12]=[CH:11][N:10]=[C:9]([NH:13][C:14]([N:15]([CH3:23])[CH:16]2[CH2:17][CH2:18][N:19]([CH3:22])[CH2:20][CH2:21]2)=[O:24])[CH:8]=1, predict the reactants needed to synthesize it. (6) The reactants are: [F:1][C:2]1[CH:10]=[C:9]([C:11]2[CH:16]=[CH:15][C:14]([O:17][CH2:18][CH:19]3[CH2:24][CH2:23][N:22]([CH2:25][C:26]([F:29])([CH3:28])[CH3:27])[CH2:21][CH2:20]3)=[CH:13][N:12]=2)[CH:8]=[CH:7][C:3]=1[C:4]([OH:6])=O.[NH:30]1[CH2:34][CH2:33][CH2:32][C@@H:31]1[CH2:35][OH:36].F[P-](F)(F)(F)(F)F.N1(O[P+](N(C)C)(N(C)C)N(C)C)C2C=CC=CC=2N=N1.O. Given the product [F:1][C:2]1[CH:10]=[C:9]([C:11]2[CH:16]=[CH:15][C:14]([O:17][CH2:18][CH:19]3[CH2:20][CH2:21][N:22]([CH2:25][C:26]([F:29])([CH3:28])[CH3:27])[CH2:23][CH2:24]3)=[CH:13][N:12]=2)[CH:8]=[CH:7][C:3]=1[C:4]([N:30]1[CH2:34][CH2:33][CH2:32][C@@H:31]1[CH2:35][OH:36])=[O:6], predict the reactants needed to synthesize it. (7) Given the product [NH:1]1[CH:5]=[C:4]([C:6]23[CH2:17][CH2:16][CH:15]([OH:18])[CH:7]2[C:8]2[CH:9]=[CH:10][CH:11]=[CH:12][C:13]=2[CH2:14]3)[N:3]=[CH:2]1, predict the reactants needed to synthesize it. The reactants are: [NH:1]1[CH:5]=[C:4]([C:6]23[CH2:17][CH2:16][C:15](=[O:18])[CH:7]2[C:8]2[CH:9]=[CH:10][CH:11]=[CH:12][C:13]=2[CH2:14]3)[N:3]=[CH:2]1.[BH4-].[Na+].O.